Task: Predict which catalyst facilitates the given reaction.. Dataset: Catalyst prediction with 721,799 reactions and 888 catalyst types from USPTO (1) Reactant: [CH2:1]([NH2:8])[C:2]1[CH:7]=[CH:6][CH:5]=[CH:4][CH:3]=1.C(O[BH-](OC(=O)C)OC(=O)C)(=O)C.[Na+].[CH2:23]([O:30][CH:31]1[C:36](=O)[CH2:35][CH2:34][N:33]([C:38]([O:40][C:41]([CH3:44])([CH3:43])[CH3:42])=[O:39])[CH2:32]1)[C:24]1[CH:29]=[CH:28][CH:27]=[CH:26][CH:25]=1. Product: [CH2:1]([NH:8][C@H:36]1[CH2:35][CH2:34][N:33]([C:38]([O:40][C:41]([CH3:44])([CH3:43])[CH3:42])=[O:39])[CH2:32][C@H:31]1[O:30][CH2:23][C:24]1[CH:25]=[CH:26][CH:27]=[CH:28][CH:29]=1)[C:2]1[CH:7]=[CH:6][CH:5]=[CH:4][CH:3]=1. The catalyst class is: 417. (2) Reactant: [F:1][C:2]1[CH:7]=[CH:6][CH:5]=[C:4]([F:8])[C:3]=1[N:9]1[C:14]2[N:15]=[C:16](S(C)(=O)=O)[N:17]=[C:18]([C:19]3[CH:20]=[C:21]([CH:32]=[CH:33][C:34]=3[CH3:35])[C:22]([NH:24][CH2:25][C:26]3[CH:31]=[CH:30][CH:29]=[CH:28][CH:27]=3)=[O:23])[C:13]=2[CH2:12][NH:11][C:10]1=[O:40].[CH3:41][N:42]([CH3:46])[CH2:43][CH2:44][NH2:45]. Product: [NH4+:9].[OH-:23].[F:1][C:2]1[CH:7]=[CH:6][CH:5]=[C:4]([F:8])[C:3]=1[N:9]1[C:14]2[N:15]=[C:16]([NH:45][CH2:44][CH2:43][N:42]([CH3:46])[CH3:41])[N:17]=[C:18]([C:19]3[CH:20]=[C:21]([CH:32]=[CH:33][C:34]=3[CH3:35])[C:22]([NH:24][CH2:25][C:26]3[CH:31]=[CH:30][CH:29]=[CH:28][CH:27]=3)=[O:23])[C:13]=2[CH2:12][NH:11][C:10]1=[O:40]. The catalyst class is: 49. (3) Product: [Cl:13][C:7]1[C:6]2[C:10](=[CH:11][CH:12]=[C:4]([N+:1]([O-:3])=[O:2])[CH:5]=2)[NH:9][N:8]=1. Reactant: [N+:1]([C:4]1[CH:5]=[C:6]2[C:10](=[CH:11][CH:12]=1)[NH:9][N:8]=[CH:7]2)([O-:3])=[O:2].[Cl:13]N1C(=O)CCC1=O. The catalyst class is: 52. (4) Reactant: [CH:1]([N:14]1[C:26]2[CH:25]=[C:24]([C:27]([O:29]C)=[O:28])[CH:23]=[CH:22][C:21]=2[C:20]2[C:15]1=[CH:16][C:17]([C:33]1[C:34]([CH3:39])=[N:35][O:36][C:37]=1[CH3:38])=[CH:18][C:19]=2[C:31]#[N:32])([C:8]1[CH:13]=[CH:12][CH:11]=[CH:10][CH:9]=1)[C:2]1[CH:7]=[CH:6][CH:5]=[CH:4][CH:3]=1.[OH-].[Na+]. Product: [C:31]([C:19]1[CH:18]=[C:17]([C:33]2[C:34]([CH3:39])=[N:35][O:36][C:37]=2[CH3:38])[CH:16]=[C:15]2[C:20]=1[C:21]1[CH:22]=[CH:23][C:24]([C:27]([OH:29])=[O:28])=[CH:25][C:26]=1[N:14]2[CH:1]([C:8]1[CH:13]=[CH:12][CH:11]=[CH:10][CH:9]=1)[C:2]1[CH:7]=[CH:6][CH:5]=[CH:4][CH:3]=1)#[N:32]. The catalyst class is: 5. (5) Reactant: [CH3:1][O:2][C:3]1[C:4]([CH2:11][CH:12]([C:14]2[CH:19]=[CH:18][CH:17]=[CH:16][CH:15]=2)[CH3:13])=[C:5]([CH2:9]O)[CH:6]=[CH:7][CH:8]=1.O=S(Cl)[Cl:22]. Product: [Cl:22][CH2:9][C:5]1[C:4]([CH2:11][CH:12]([C:14]2[CH:19]=[CH:18][CH:17]=[CH:16][CH:15]=2)[CH3:13])=[C:3]([O:2][CH3:1])[CH:8]=[CH:7][CH:6]=1. The catalyst class is: 2. (6) Reactant: [C:1]([O:5][C:6](=[O:10])[C@H:7](O)[CH3:8])([CH3:4])([CH3:3])[CH3:2].S(OS(C(F)(F)F)(=O)=O)(C(F)(F)F)(=O)=O.N1C(C)=CC=CC=1C.Cl.[CH2:35]([O:42][C:43](=[O:61])[C@@H:44]([NH2:60])[CH2:45][C:46]1[CH:51]=[CH:50][C:49]([C:52]2[CH:57]=[C:56]([Cl:58])[CH:55]=[CH:54][C:53]=2[Cl:59])=[CH:48][CH:47]=1)[C:36]1[CH:41]=[CH:40][CH:39]=[CH:38][CH:37]=1.C(N(CC)CC)C.[F:69][C:70]([F:85])([F:84])[S:71]([O:74][C@H:75]([CH3:83])[C:76]([O:78][C:79]([CH3:82])([CH3:81])[CH3:80])=[O:77])(=[O:73])=[O:72]. Product: [F:84][C:70]([F:69])([F:85])[S:71]([O:74][C@H:75]([CH3:83])[C:76]([O:78][C:79]([CH3:80])([CH3:81])[CH3:82])=[O:77])(=[O:72])=[O:73].[CH2:35]([O:42][C:43](=[O:61])[C@@H:44]([NH:60][C@H:7]([C:6]([O:5][C:1]([CH3:4])([CH3:3])[CH3:2])=[O:10])[CH3:8])[CH2:45][C:46]1[CH:51]=[CH:50][C:49]([C:52]2[CH:57]=[C:56]([Cl:58])[CH:55]=[CH:54][C:53]=2[Cl:59])=[CH:48][CH:47]=1)[C:36]1[CH:41]=[CH:40][CH:39]=[CH:38][CH:37]=1. The catalyst class is: 2. (7) Reactant: C(O[CH:4]=[C:5]([C:11](=[O:18])[NH:12][C:13]([O:15]CC)=O)[C:6]([O:8][CH2:9][CH3:10])=[O:7])C.[NH2:19][C:20]1[C:29]([CH3:30])=[CH:28][C:23]2[NH:24][C:25](=[O:27])[NH:26][C:22]=2[CH:21]=1.CC(C)([O-])C.[K+].Cl. Product: [CH3:30][C:29]1[C:20]([N:19]2[CH:4]=[C:5]([C:6]([O:8][CH2:9][CH3:10])=[O:7])[C:11](=[O:18])[NH:12][C:13]2=[O:15])=[CH:21][C:22]2[NH:26][C:25](=[O:27])[NH:24][C:23]=2[CH:28]=1. The catalyst class is: 40.